From a dataset of Peptide-MHC class I binding affinity with 185,985 pairs from IEDB/IMGT. Regression. Given a peptide amino acid sequence and an MHC pseudo amino acid sequence, predict their binding affinity value. This is MHC class I binding data. (1) The peptide sequence is LILAPTRVV. The MHC is HLA-A69:01 with pseudo-sequence HLA-A69:01. The binding affinity (normalized) is 0.492. (2) The peptide sequence is YEDEDIIVI. The MHC is HLA-B40:01 with pseudo-sequence HLA-B40:01. The binding affinity (normalized) is 0.851. (3) The peptide sequence is HRFENMKPNF. The MHC is Mamu-B17 with pseudo-sequence Mamu-B17. The binding affinity (normalized) is 0.214. (4) The peptide sequence is VLWDIPTPK. The MHC is HLA-A11:01 with pseudo-sequence HLA-A11:01. The binding affinity (normalized) is 0.855. (5) The peptide sequence is IAVFDSKLI. The MHC is HLA-A02:01 with pseudo-sequence HLA-A02:01. The binding affinity (normalized) is 0.237.